Dataset: NCI-60 drug combinations with 297,098 pairs across 59 cell lines. Task: Regression. Given two drug SMILES strings and cell line genomic features, predict the synergy score measuring deviation from expected non-interaction effect. (1) Drug 1: C1C(C(OC1N2C=C(C(=O)NC2=O)F)CO)O. Drug 2: CC1=C(C(CCC1)(C)C)C=CC(=CC=CC(=CC(=O)O)C)C. Cell line: CCRF-CEM. Synergy scores: CSS=52.5, Synergy_ZIP=2.17, Synergy_Bliss=-0.319, Synergy_Loewe=-32.5, Synergy_HSA=1.63. (2) Synergy scores: CSS=13.7, Synergy_ZIP=-5.89, Synergy_Bliss=-3.74, Synergy_Loewe=-32.6, Synergy_HSA=-4.25. Drug 1: CCN(CC)CCCC(C)NC1=C2C=C(C=CC2=NC3=C1C=CC(=C3)Cl)OC. Drug 2: CN(C(=O)NC(C=O)C(C(C(CO)O)O)O)N=O. Cell line: OVCAR-5. (3) Drug 1: CC1=C(N=C(N=C1N)C(CC(=O)N)NCC(C(=O)N)N)C(=O)NC(C(C2=CN=CN2)OC3C(C(C(C(O3)CO)O)O)OC4C(C(C(C(O4)CO)O)OC(=O)N)O)C(=O)NC(C)C(C(C)C(=O)NC(C(C)O)C(=O)NCCC5=NC(=CS5)C6=NC(=CS6)C(=O)NCCC[S+](C)C)O. Drug 2: COC1=C2C(=CC3=C1OC=C3)C=CC(=O)O2. Cell line: RPMI-8226. Synergy scores: CSS=-2.27, Synergy_ZIP=8.13, Synergy_Bliss=4.25, Synergy_Loewe=-4.32, Synergy_HSA=-1.36. (4) Drug 1: CCCCCOC(=O)NC1=NC(=O)N(C=C1F)C2C(C(C(O2)C)O)O. Drug 2: CC1C(C(CC(O1)OC2CC(CC3=C2C(=C4C(=C3O)C(=O)C5=C(C4=O)C(=CC=C5)OC)O)(C(=O)CO)O)N)O.Cl. Cell line: NCI-H322M. Synergy scores: CSS=21.1, Synergy_ZIP=-0.312, Synergy_Bliss=0.870, Synergy_Loewe=-16.8, Synergy_HSA=0.155. (5) Synergy scores: CSS=17.9, Synergy_ZIP=-8.23, Synergy_Bliss=0.895, Synergy_Loewe=-10.4, Synergy_HSA=-0.351. Drug 1: CC12CCC(CC1=CCC3C2CCC4(C3CC=C4C5=CN=CC=C5)C)O. Drug 2: C1=NC2=C(N1)C(=S)N=C(N2)N. Cell line: MALME-3M.